Dataset: NCI-60 drug combinations with 297,098 pairs across 59 cell lines. Task: Regression. Given two drug SMILES strings and cell line genomic features, predict the synergy score measuring deviation from expected non-interaction effect. (1) Drug 1: C1=NC2=C(N=C(N=C2N1C3C(C(C(O3)CO)O)O)F)N. Drug 2: CC12CCC3C(C1CCC2O)C(CC4=C3C=CC(=C4)O)CCCCCCCCCS(=O)CCCC(C(F)(F)F)(F)F. Cell line: A549. Synergy scores: CSS=2.27, Synergy_ZIP=-0.586, Synergy_Bliss=1.28, Synergy_Loewe=0.0682, Synergy_HSA=0.272. (2) Drug 1: CC1C(C(CC(O1)OC2CC(CC3=C2C(=C4C(=C3O)C(=O)C5=C(C4=O)C(=CC=C5)OC)O)(C(=O)CO)O)N)O.Cl. Drug 2: CCC1=CC2CC(C3=C(CN(C2)C1)C4=CC=CC=C4N3)(C5=C(C=C6C(=C5)C78CCN9C7C(C=CC9)(C(C(C8N6C)(C(=O)OC)O)OC(=O)C)CC)OC)C(=O)OC.C(C(C(=O)O)O)(C(=O)O)O. Cell line: SNB-19. Synergy scores: CSS=45.3, Synergy_ZIP=2.22, Synergy_Bliss=-0.897, Synergy_Loewe=-9.96, Synergy_HSA=-1.13.